Dataset: NCI-60 drug combinations with 297,098 pairs across 59 cell lines. Task: Regression. Given two drug SMILES strings and cell line genomic features, predict the synergy score measuring deviation from expected non-interaction effect. (1) Drug 1: CN(C)C1=NC(=NC(=N1)N(C)C)N(C)C. Drug 2: CCN(CC)CCCC(C)NC1=C2C=C(C=CC2=NC3=C1C=CC(=C3)Cl)OC. Cell line: SK-MEL-5. Synergy scores: CSS=-2.32, Synergy_ZIP=0.359, Synergy_Bliss=-2.16, Synergy_Loewe=-71.5, Synergy_HSA=-7.13. (2) Drug 1: CC1=C(C=C(C=C1)NC(=O)C2=CC=C(C=C2)CN3CCN(CC3)C)NC4=NC=CC(=N4)C5=CN=CC=C5. Drug 2: N.N.Cl[Pt+2]Cl. Cell line: SK-OV-3. Synergy scores: CSS=3.37, Synergy_ZIP=-3.54, Synergy_Bliss=7.11, Synergy_Loewe=-9.44, Synergy_HSA=0.883. (3) Drug 1: C1=CN(C=N1)CC(O)(P(=O)(O)O)P(=O)(O)O. Drug 2: B(C(CC(C)C)NC(=O)C(CC1=CC=CC=C1)NC(=O)C2=NC=CN=C2)(O)O. Cell line: MCF7. Synergy scores: CSS=29.5, Synergy_ZIP=-2.16, Synergy_Bliss=-2.64, Synergy_Loewe=-26.9, Synergy_HSA=0.0703.